This data is from CYP2D6 substrate classification data from Carbon-Mangels et al.. The task is: Regression/Classification. Given a drug SMILES string, predict its absorption, distribution, metabolism, or excretion properties. Task type varies by dataset: regression for continuous measurements (e.g., permeability, clearance, half-life) or binary classification for categorical outcomes (e.g., BBB penetration, CYP inhibition). Dataset: cyp2d6_substrate_carbonmangels. (1) The compound is COC(F)(F)C(Cl)Cl. The result is 0 (non-substrate). (2) The drug is CN1CCN=C(c2ccccc2)c2cc(Cl)ccc21. The result is 0 (non-substrate). (3) The compound is CCC1=C(C)CN(C(=O)NCCc2ccc(S(=O)(=O)NC(=O)NC3CCC(C)CC3)cc2)C1=O. The result is 0 (non-substrate). (4) The molecule is Cc1ccsc1C(=CCCN1CCC[C@@H](C(=O)O)C1)c1sccc1C. The result is 1 (substrate).